Dataset: Reaction yield outcomes from USPTO patents with 853,638 reactions. Task: Predict the reaction yield, written as a fraction of the theoretical maximum amount of product (1.0 means a 100% yield; for example, 0.34 means a 34% yield). (1) The reactants are [CH3:1][O:2][C:3]1[CH:4]=[C:5]([CH:11]2[CH2:16][CH:15]([C:17]([F:20])([F:19])[F:18])[N:14]3[N:21]=[C:22]([C:24]4[CH:25]=[C:26]([CH:30]=[CH:31][CH:32]=4)[C:27]([OH:29])=O)[CH:23]=[C:13]3[NH:12]2)[CH:6]=[CH:7][C:8]=1[O:9][CH3:10].[NH2:33][C@H:34]1[CH2:38][CH2:37][N:36]([C:39]([O:41][C:42]([CH3:45])([CH3:44])[CH3:43])=[O:40])[CH2:35]1. No catalyst specified. The product is [CH3:1][O:2][C:3]1[CH:4]=[C:5]([CH:11]2[CH2:16][CH:15]([C:17]([F:20])([F:19])[F:18])[N:14]3[N:21]=[C:22]([C:24]4[CH:25]=[C:26]([CH:30]=[CH:31][CH:32]=4)[C:27]([NH:33][C@H:34]4[CH2:38][CH2:37][N:36]([C:39]([O:41][C:42]([CH3:45])([CH3:44])[CH3:43])=[O:40])[CH2:35]4)=[O:29])[CH:23]=[C:13]3[NH:12]2)[CH:6]=[CH:7][C:8]=1[O:9][CH3:10]. The yield is 0.210. (2) The yield is 0.347. The reactants are [S:1]1[C:5]([S:6](Cl)(=[O:8])=[O:7])=[CH:4][C:3]2[CH:10]=[CH:11][CH:12]=[CH:13][C:2]1=2.N1C=CC=CC=1.[Cl:20][C:21]1[CH:22]=[C:23]([CH:29]=[CH:30][C:31]=1[Cl:32])[CH2:24][NH:25][CH:26]([CH3:28])[CH3:27]. The catalyst is ClCCl. The product is [Cl:20][C:21]1[CH:22]=[C:23]([CH:29]=[CH:30][C:31]=1[Cl:32])[CH2:24][N:25]([CH:26]([CH3:28])[CH3:27])[S:6]([C:5]1[S:1][C:2]2[CH:13]=[CH:12][CH:11]=[CH:10][C:3]=2[CH:4]=1)(=[O:8])=[O:7]. (3) The reactants are [NH:1]1[CH2:5][CH2:4][C:3]2([CH2:10][CH:9]3[CH2:11][N:6]2[CH2:7][CH2:8]3)[CH2:2]1.Br[C:13]1[CH:14]=[N:15][CH:16]=[CH:17][CH:18]=1.CC(C)([O-])C.[K+]. The catalyst is C1(C)C=CC=CC=1.C1C=CC(/C=C/C(/C=C/C2C=CC=CC=2)=O)=CC=1.C1C=CC(/C=C/C(/C=C/C2C=CC=CC=2)=O)=CC=1.C1C=CC(/C=C/C(/C=C/C2C=CC=CC=2)=O)=CC=1.[Pd].[Pd].C1(P(C2C=CC=CC=2)C2C=CC3C(=CC=CC=3)C=2C2C3C(=CC=CC=3)C=CC=2P(C2C=CC=CC=2)C2C=CC=CC=2)C=CC=CC=1. The product is [N:15]1[CH:16]=[CH:17][CH:18]=[C:13]([N:1]2[CH2:5][CH2:4][C:3]3([CH2:10][CH:9]4[CH2:11][N:6]3[CH2:7][CH2:8]4)[CH2:2]2)[CH:14]=1. The yield is 0.790. (4) The catalyst is CO. The reactants are [CH3:1][O:2][C:3]1[CH:4]=[C:5]([CH2:15][CH2:16][CH2:17][CH2:18][CH2:19][CH2:20][CH2:21][CH2:22][C:23]2[CH:28]=[CH:27][C:26]([NH:29]C(=O)C)=[CH:25][CH:24]=2)[C:6]2[C:11]([C:12]=1[O:13][CH3:14])=[CH:10][CH:9]=[CH:8][CH:7]=2.Cl. The yield is 0.750. The product is [CH3:1][O:2][C:3]1[CH:4]=[C:5]([CH2:15][CH2:16][CH2:17][CH2:18][CH2:19][CH2:20][CH2:21][CH2:22][C:23]2[CH:24]=[CH:25][C:26]([NH2:29])=[CH:27][CH:28]=2)[C:6]2[C:11]([C:12]=1[O:13][CH3:14])=[CH:10][CH:9]=[CH:8][CH:7]=2.